This data is from NCI-60 drug combinations with 297,098 pairs across 59 cell lines. The task is: Regression. Given two drug SMILES strings and cell line genomic features, predict the synergy score measuring deviation from expected non-interaction effect. (1) Drug 1: CC1=C(C=C(C=C1)NC(=O)C2=CC=C(C=C2)CN3CCN(CC3)C)NC4=NC=CC(=N4)C5=CN=CC=C5. Drug 2: CCCCC(=O)OCC(=O)C1(CC(C2=C(C1)C(=C3C(=C2O)C(=O)C4=C(C3=O)C=CC=C4OC)O)OC5CC(C(C(O5)C)O)NC(=O)C(F)(F)F)O. Cell line: NCI-H226. Synergy scores: CSS=31.0, Synergy_ZIP=-2.66, Synergy_Bliss=0.642, Synergy_Loewe=-7.11, Synergy_HSA=-5.22. (2) Drug 1: C1CNP(=O)(OC1)N(CCCl)CCCl. Drug 2: CN1C(=O)N2C=NC(=C2N=N1)C(=O)N. Cell line: SW-620. Synergy scores: CSS=35.1, Synergy_ZIP=5.35, Synergy_Bliss=4.16, Synergy_Loewe=-4.70, Synergy_HSA=0.529.